From a dataset of Catalyst prediction with 721,799 reactions and 888 catalyst types from USPTO. Predict which catalyst facilitates the given reaction. (1) Product: [N+:17]([C:13]1[CH:12]=[C:11]([C:10]2[S:32][C:6]([C:5]3[CH:21]=[CH:22][C:2]([CH3:1])=[CH:3][CH:4]=3)=[N:8][N:9]=2)[CH:16]=[CH:15][CH:14]=1)([O-:19])=[O:18]. Reactant: [CH3:1][C:2]1[CH:22]=[CH:21][C:5]([C:6]([NH:8][NH:9][C:10](=O)[C:11]2[CH:16]=[CH:15][CH:14]=[C:13]([N+:17]([O-:19])=[O:18])[CH:12]=2)=O)=[CH:4][CH:3]=1.COC1C=CC(P2(SP(C3C=CC(OC)=CC=3)(=S)S2)=[S:32])=CC=1. The catalyst class is: 48. (2) Reactant: [OH:1][C:2]1[CH:7]=[CH:6][N:5]=[C:4]2[C:8](=[C:18]3[CH2:23][CH2:22][N:21]([C:24]([NH:26][C:27]4[CH:28]=[N:29][CH:30]=[CH:31][CH:32]=4)=[O:25])[CH2:20][CH2:19]3)[C:9]3[CH:16]=[CH:15][C:14]([Cl:17])=[CH:13][C:10]=3[CH2:11][CH2:12][C:3]=12.C(O)(=O)C.[Br:37]Br.C(O)(=O)C. Product: [Br:37][C:7]1[C:2]([OH:1])=[C:3]2[CH2:12][CH2:11][C:10]3[CH:13]=[C:14]([Cl:17])[CH:15]=[CH:16][C:9]=3[C:8](=[C:18]3[CH2:23][CH2:22][N:21]([C:24]([NH:26][C:27]4[CH:28]=[N:29][CH:30]=[CH:31][CH:32]=4)=[O:25])[CH2:20][CH2:19]3)[C:4]2=[N:5][CH:6]=1. The catalyst class is: 6. (3) Reactant: [C:1]([C:5]1[C:6]([O:20][CH:21]([CH3:23])[CH3:22])=[C:7]([C:10]([CH3:19])=[C:11]([C:13]#[C:14][Si](C)(C)C)[CH:12]=1)[CH:8]=[O:9])([CH3:4])([CH3:3])[CH3:2].C(=O)([O-])[O-].[K+].[K+]. Product: [C:1]([C:5]1[C:6]([O:20][CH:21]([CH3:23])[CH3:22])=[C:7]([C:10]([CH3:19])=[C:11]([C:13]#[CH:14])[CH:12]=1)[CH:8]=[O:9])([CH3:4])([CH3:2])[CH3:3]. The catalyst class is: 111. (4) Reactant: [CH3:1][O:2][C:3]1[CH:8]=[CH:7][C:6](/[CH:9]=[CH:10]/[CH2:11][C:12]([OH:14])=O)=[CH:5][CH:4]=1.F[B-](F)(F)F.[N:20]1([O:29][C:30](N(C)C)=[N+](C)C)[C:24]2C=CC=CC=2N=N1.CCN(CC)CC. Product: [CH3:30][O:29][N:20]([CH3:24])[C:12](=[O:14])[CH2:11]/[CH:10]=[CH:9]/[C:6]1[CH:5]=[CH:4][C:3]([O:2][CH3:1])=[CH:8][CH:7]=1. The catalyst class is: 18.